From a dataset of Full USPTO retrosynthesis dataset with 1.9M reactions from patents (1976-2016). Predict the reactants needed to synthesize the given product. (1) Given the product [Br:6][C:7]1[CH:12]=[CH:11][CH:10]=[C:9]2[C:8]=1[CH:15]=[N:14][NH:13]2, predict the reactants needed to synthesize it. The reactants are: F[B-](F)(F)F.[Br:6][C:7]1[C:8]([CH3:15])=[C:9]([N+:13]#[N:14])[CH:10]=[CH:11][CH:12]=1.C([O-])(=O)C.[K+].C1OCCOCCOCCOCCOCCOC1. (2) Given the product [Br:25][C:23]1[CH:24]=[C:19]([NH:1][C:2]2[CH:6]=[CH:5][N:4]([CH2:7][CH2:8][N:9]([CH3:17])[C:10](=[O:16])[O:11][C:12]([CH3:13])([CH3:14])[CH3:15])[N:3]=2)[C:20](=[O:27])[N:21]([CH3:26])[CH:22]=1, predict the reactants needed to synthesize it. The reactants are: [NH2:1][C:2]1[CH:6]=[CH:5][N:4]([CH2:7][CH2:8][N:9]([CH3:17])[C:10](=[O:16])[O:11][C:12]([CH3:15])([CH3:14])[CH3:13])[N:3]=1.Br[C:19]1[C:20](=[O:27])[N:21]([CH3:26])[CH:22]=[C:23]([Br:25])[CH:24]=1.CC1(C)C2C(=C(P(C3C=CC=CC=3)C3C=CC=CC=3)C=CC=2)OC2C(P(C3C=CC=CC=3)C3C=CC=CC=3)=CC=CC1=2.C([O-])([O-])=O.[Cs+].[Cs+].